This data is from Peptide-MHC class II binding affinity with 134,281 pairs from IEDB. The task is: Regression. Given a peptide amino acid sequence and an MHC pseudo amino acid sequence, predict their binding affinity value. This is MHC class II binding data. (1) The peptide sequence is PSNVASHVRVNVYLS. The MHC is DRB1_1302 with pseudo-sequence DRB1_1302. The binding affinity (normalized) is 0.282. (2) The peptide sequence is YAKFLANVSTVLTGK. The MHC is DRB1_1001 with pseudo-sequence DRB1_1001. The binding affinity (normalized) is 0.750. (3) The peptide sequence is YDKFLANVTTVLTGK. The MHC is DRB1_0802 with pseudo-sequence DRB1_0802. The binding affinity (normalized) is 0.678. (4) The MHC is DRB1_0101 with pseudo-sequence DRB1_0101. The peptide sequence is FLNYSMDHSKWGPMM. The binding affinity (normalized) is 0.181. (5) The peptide sequence is DISWESDAEITGSSERV. The MHC is DRB1_0101 with pseudo-sequence DRB1_0101. The binding affinity (normalized) is 0.